This data is from Retrosynthesis with 50K atom-mapped reactions and 10 reaction types from USPTO. The task is: Predict the reactants needed to synthesize the given product. (1) Given the product COC(=O)c1ccc(C)c(-n2cc(Br)nc(NC3(c4ccccc4OCc4ccccc4)CCC3)c2=O)c1, predict the reactants needed to synthesize it. The reactants are: COC(=O)c1ccc(C)c(-n2cc(Br)nc(Br)c2=O)c1.NC1(c2ccccc2OCc2ccccc2)CCC1. (2) Given the product c1ccc(CC2CNCCO2)cc1, predict the reactants needed to synthesize it. The reactants are: CC(C)(C)OC(=O)N1CCOC(Cc2ccccc2)C1. (3) Given the product CON(C)C(=O)CCCn1cc2c(c1-c1ccn(C)n1)c(=O)n(C)c(=O)n2C, predict the reactants needed to synthesize it. The reactants are: CON(C)C(=O)CCCBr.Cn1ccc(-c2[nH]cc3c2c(=O)n(C)c(=O)n3C)n1.